This data is from Full USPTO retrosynthesis dataset with 1.9M reactions from patents (1976-2016). The task is: Predict the reactants needed to synthesize the given product. The reactants are: Cl.Cl.[CH3:3][Si:4]([CH3:31])([CH3:30])[CH2:5][CH2:6][O:7][CH2:8][N:9]1[C:13]2[N:14]=[CH:15][N:16]=[C:17]([C:18]3[CH:19]=[N:20][N:21]([C:23]4([CH2:27][C:28]#[N:29])[CH2:26][NH:25][CH2:24]4)[CH:22]=3)[C:12]=2[CH:11]=[CH:10]1.Br[C:33]1[CH:42]=[CH:41][C:36]([C:37]([O:39][CH3:40])=[O:38])=[CH:35][C:34]=1[F:43].C(=O)([O-])[O-].[Cs+].[Cs+]. Given the product [C:28]([CH2:27][C:23]1([N:21]2[CH:22]=[C:18]([C:17]3[C:12]4[CH:11]=[CH:10][N:9]([CH2:8][O:7][CH2:6][CH2:5][Si:4]([CH3:30])([CH3:3])[CH3:31])[C:13]=4[N:14]=[CH:15][N:16]=3)[CH:19]=[N:20]2)[CH2:24][N:25]([C:33]2[CH:42]=[CH:41][C:36]([C:37]([O:39][CH3:40])=[O:38])=[CH:35][C:34]=2[F:43])[CH2:26]1)#[N:29], predict the reactants needed to synthesize it.